Dataset: Forward reaction prediction with 1.9M reactions from USPTO patents (1976-2016). Task: Predict the product of the given reaction. (1) The product is: [C:1]([O:5][C:6](=[O:36])[NH:7][C:8]1([C:12]2[CH:17]=[CH:16][C:15]([C:18]3[C:19](=[O:20])[C:47]4[C:46](=[CH:45][CH:44]=[CH:39][C:38]=4[F:37])[O:28][C:27]=3[C:26]3[CH:21]=[CH:22][CH:23]=[CH:24][CH:25]=3)=[CH:14][CH:13]=2)[CH2:9][CH2:10][CH2:11]1)([CH3:4])([CH3:2])[CH3:3]. Given the reactants [C:1]([O:5][C:6](=[O:36])[NH:7][C:8]1([C:12]2[CH:17]=[CH:16][C:15]([C:18]3[C:27](=[O:28])[C:26]4[C:21](=[CH:22][CH:23]=[C:24](F)[CH:25]=4)[O:20][C:19]=3C3C=CC=CC=3)=[CH:14][CH:13]=2)[CH2:11][CH2:10][CH2:9]1)([CH3:4])([CH3:3])[CH3:2].[F:37][C:38]1[CH:47]=[CH:46][CH:45]=[C:44]2[C:39]=1C(=O)C(I)=C(C1C=CC=CC=1)O2, predict the reaction product. (2) Given the reactants Cl[C:2]1[C:11]([CH2:12][C:13]2[CH:18]=[CH:17][C:16]([C:19]([F:22])([F:21])[F:20])=[CH:15][CH:14]=2)=[C:10]([Cl:23])[C:9]2[C:4](=[CH:5][CH:6]=[C:7]([C:24]([C:36]3[N:40]([CH3:41])[CH:39]=[N:38][CH:37]=3)([C:26]3[CH:27]=[N:28][C:29]([C:32]([F:35])([F:34])[F:33])=[CH:30][CH:31]=3)[OH:25])[CH:8]=2)[N:3]=1.[NH:42]1[CH2:45][CH2:44][CH2:43]1.CN(C)C=O, predict the reaction product. The product is: [N:42]1([C:2]2[C:11]([CH2:12][C:13]3[CH:18]=[CH:17][C:16]([C:19]([F:20])([F:21])[F:22])=[CH:15][CH:14]=3)=[C:10]([Cl:23])[C:9]3[C:4](=[CH:5][CH:6]=[C:7]([C:24]([C:36]4[N:40]([CH3:41])[CH:39]=[N:38][CH:37]=4)([C:26]4[CH:27]=[N:28][C:29]([C:32]([F:33])([F:34])[F:35])=[CH:30][CH:31]=4)[OH:25])[CH:8]=3)[N:3]=2)[CH2:45][CH2:44][CH2:43]1. (3) Given the reactants [CH2:1]([N:5]1[C:10]2=[N:11][N:12]([CH2:23][C:24]3[C:32]4[C:27](=[CH:28][CH:29]=[C:30]([CH3:33])[CH:31]=4)[NH:26][CH:25]=3)[C:13]([C:14]3[N:18]([CH3:19])[CH:17]=[C:16]([C:20]([OH:22])=O)[CH:15]=3)=[C:9]2[C:8](=[O:34])[N:7]([CH3:35])[C:6]1=[O:36])[CH:2]([CH3:4])[CH3:3].Cl.[O:38]([NH2:40])[CH3:39].C(P(=O)(OCC)OCC)#N, predict the reaction product. The product is: [CH2:1]([N:5]1[C:10]2=[N:11][N:12]([CH2:23][C:24]3[C:32]4[C:27](=[CH:28][CH:29]=[C:30]([CH3:33])[CH:31]=4)[NH:26][CH:25]=3)[C:13]([C:14]3[N:18]([CH3:19])[CH:17]=[C:16]([C:20]([NH:40][O:38][CH3:39])=[O:22])[CH:15]=3)=[C:9]2[C:8](=[O:34])[N:7]([CH3:35])[C:6]1=[O:36])[CH:2]([CH3:3])[CH3:4]. (4) Given the reactants C(OO)(C)(C)C.[F:7][C:8]1([F:18])[CH2:13][N:12]2[C:14](=S)[NH:15][CH2:16][C:11]2=[N:10][CH2:9]1.[Br:19][C:20]1[CH:21]=[C:22]([CH:30]=[CH:31][C:32]=1[F:33])[CH2:23][C:24]1[CH:29]=[CH:28][N:27]=[CH:26][CH:25]=1.N, predict the reaction product. The product is: [F:7][C:8]1([F:18])[CH2:13][N:12]2[C:14]([NH2:27])=[N:15][CH2:16][C:11]2=[N:10][CH2:9]1.[Br:19][C:20]1[CH:21]=[C:22]([CH:30]=[CH:31][C:32]=1[F:33])[CH2:23][C:24]1[CH:25]=[CH:26][N:27]=[CH:28][CH:29]=1. (5) Given the reactants [CH3:1][S:2][C:3]1[CH:8]=[CH:7][C:6](B(O)O)=[CH:5][CH:4]=1.Br[C:13]1[S:21][C:20]2[C:19]([NH:22][C:23]3[CH:24]=[C:25]4[C:29](=[CH:30][CH:31]=3)[NH:28][CH:27]=[CH:26]4)=[N:18][CH:17]=[N:16][C:15]=2[CH:14]=1, predict the reaction product. The product is: [NH:28]1[C:29]2[C:25](=[CH:24][C:23]([NH:22][C:19]3[C:20]4[S:21][C:13]([C:6]5[CH:7]=[CH:8][C:3]([S:2][CH3:1])=[CH:4][CH:5]=5)=[CH:14][C:15]=4[N:16]=[CH:17][N:18]=3)=[CH:31][CH:30]=2)[CH:26]=[CH:27]1. (6) Given the reactants C([Li])CCC.CCCCCC.[Cl:12][C:13]1[CH:21]=[C:20]2[C:16]([CH:17]=[CH:18][NH:19]2)=[CH:15][CH:14]=1.[C:22]1([S:28](Cl)(=[O:30])=[O:29])[CH:27]=[CH:26][CH:25]=[CH:24][CH:23]=1, predict the reaction product. The product is: [Cl:12][C:13]1[CH:21]=[C:20]2[C:16]([CH:17]=[CH:18][N:19]2[S:28]([C:22]2[CH:27]=[CH:26][CH:25]=[CH:24][CH:23]=2)(=[O:30])=[O:29])=[CH:15][CH:14]=1. (7) Given the reactants Cl[CH2:2][C:3](=[O:5])[CH3:4].[Br:6][C:7]1[N:12]=[C:11]([O:13][CH3:14])[C:10]([NH:15][CH:16]=[O:17])=[CH:9][CH:8]=1.C(=O)([O-])[O-].[Cs+].[Cs+], predict the reaction product. The product is: [Br:6][C:7]1[N:12]=[C:11]([O:13][CH3:14])[C:10]([N:15]([CH2:2][C:3](=[O:5])[CH3:4])[CH:16]=[O:17])=[CH:9][CH:8]=1.